The task is: Predict the product of the given reaction.. This data is from Forward reaction prediction with 1.9M reactions from USPTO patents (1976-2016). (1) The product is: [Si:28]([O:35][CH:36]([CH3:44])[CH:37]([NH:38][C:14]([C:9]1([CH2:17][OH:18])[CH2:10][CH2:11][CH:12]([CH3:13])[N:8]1[C:6]([O:5][C:1]([CH3:2])([CH3:3])[CH3:4])=[O:7])=[O:16])[C:39]1[O:40][CH:41]=[N:42][N:43]=1)([C:31]([CH3:34])([CH3:32])[CH3:33])([CH3:29])[CH3:30]. Given the reactants [C:1]([O:5][C:6]([N:8]1[CH:12]([CH3:13])[CH2:11][CH2:10][C:9]1([CH2:17][OH:18])[C:14]([OH:16])=O)=[O:7])([CH3:4])([CH3:3])[CH3:2].C(N(CC)C(C)C)(C)C.[Si:28]([O:35][C@H:36]([CH3:44])[C@@H:37]([C:39]1[O:40][CH:41]=[N:42][N:43]=1)[NH2:38])([C:31]([CH3:34])([CH3:33])[CH3:32])([CH3:30])[CH3:29].CN(C(ON1N=NC2C=CC=NC1=2)=[N+](C)C)C.F[P-](F)(F)(F)(F)F, predict the reaction product. (2) Given the reactants Cl.[NH2:2][C:3]1[C:11]([OH:12])=[C:10]2[C:6]([CH2:7][CH2:8][CH:9]2[CH2:13][CH2:14][NH:15][C:16](=[O:18])[CH3:17])=[CH:5][CH:4]=1.[C:19](Cl)(=[O:23])[CH:20]([CH3:22])[CH3:21].O, predict the reaction product. The product is: [C:16]([NH:15][CH2:14][CH2:13][CH:9]1[C:10]2[C:6](=[CH:5][CH:4]=[C:3]([NH:2][C:19](=[O:23])[CH:20]([CH3:22])[CH3:21])[C:11]=2[OH:12])[CH2:7][CH2:8]1)(=[O:18])[CH3:17]. (3) The product is: [CH3:14][CH:13]([S:10]([NH:9][CH2:8][CH:7]([O:6][C:5]1[CH:17]=[CH:18][C:2]([C:23]2[CH:24]=[CH:25][C:20]([CH3:19])=[CH:21][CH:22]=2)=[CH:3][CH:4]=1)[CH3:16])(=[O:12])=[O:11])[CH3:15]. Given the reactants Br[C:2]1[CH:18]=[CH:17][C:5]([O:6][CH:7]([CH3:16])[CH2:8][NH:9][S:10]([CH:13]([CH3:15])[CH3:14])(=[O:12])=[O:11])=[CH:4][CH:3]=1.[CH3:19][C:20]1[CH:25]=[CH:24][C:23](B(O)O)=[CH:22][CH:21]=1.C(=O)([O-])[O-].[Na+].[Na+], predict the reaction product. (4) Given the reactants [C:1]([NH:4][NH:5][C:6]([C@H:8]1[CH2:13][CH2:12][C@H:11]([N:14]2[C:19](=[O:20])[C:18]([CH2:21][C:22]3[CH:27]=[CH:26][C:25](C4C=CC=CC=4C#N)=[CH:24][CH:23]=3)=[C:17]([CH2:36][CH2:37][CH3:38])[N:16]3[N:39]=[CH:40][N:41]=[C:15]23)[CH2:10][CH2:9]1)=[O:7])(=O)[CH3:2].[C:42]1([CH3:52])[CH:47]=[CH:46][C:45](S(Cl)(=O)=O)=[CH:44][CH:43]=1.[N:53]1C=CC=CC=1, predict the reaction product. The product is: [CH3:2][C:1]1[O:7][C:6]([C@H:8]2[CH2:13][CH2:12][C@H:11]([N:14]3[C:19](=[O:20])[C:18]([CH2:21][C:22]4[CH:23]=[CH:24][C:25]([C:43]5[C:42]([C:52]#[N:53])=[CH:47][CH:46]=[CH:45][CH:44]=5)=[CH:26][CH:27]=4)=[C:17]([CH2:36][CH2:37][CH3:38])[N:16]4[N:39]=[CH:40][N:41]=[C:15]34)[CH2:10][CH2:9]2)=[N:5][N:4]=1. (5) Given the reactants [C:1]([O:5][C:6](=[O:41])[NH:7][C@H:8]1[CH2:13][CH2:12][C@@H:11]([N:14]2[C:19](=[O:20])[C:18]3[CH:21]=[C:22]([F:25])[CH:23]=[N:24][C:17]=3[N:16]([C:26]3[CH:27]=[C:28]([C:32]4[CH:37]=[CH:36][C:35]([CH:38]=O)=[CH:34][CH:33]=4)[CH:29]=[CH:30][CH:31]=3)[C:15]2=[O:40])[CH2:10][CH2:9]1)([CH3:4])([CH3:3])[CH3:2].[CH:42]1([N:47]2[CH2:52][CH2:51][NH:50][CH2:49][CH2:48]2)[CH2:46][CH2:45][CH2:44][CH2:43]1, predict the reaction product. The product is: [C:1]([O:5][C:6](=[O:41])[NH:7][C@H:8]1[CH2:13][CH2:12][C@@H:11]([N:14]2[C:19](=[O:20])[C:18]3[CH:21]=[C:22]([F:25])[CH:23]=[N:24][C:17]=3[N:16]([C:26]3[CH:27]=[C:28]([C:32]4[CH:37]=[CH:36][C:35]([CH2:38][N:50]5[CH2:51][CH2:52][N:47]([CH:42]6[CH2:46][CH2:45][CH2:44][CH2:43]6)[CH2:48][CH2:49]5)=[CH:34][CH:33]=4)[CH:29]=[CH:30][CH:31]=3)[C:15]2=[O:40])[CH2:10][CH2:9]1)([CH3:3])([CH3:2])[CH3:4]. (6) Given the reactants Cl.Cl.[NH2:3][C:4]([CH:15]1[CH2:20][CH2:19][NH:18][CH2:17][CH2:16]1)([CH2:8][CH2:9][CH2:10][CH2:11][B:12]([OH:14])[OH:13])[C:5]([OH:7])=[O:6].C(N(CC)CC)C.[Cl:28][C:29]1[CH:34]=[CH:33][C:32]([CH2:35][N:36]=[C:37]=[O:38])=[CH:31][CH:30]=1, predict the reaction product. The product is: [ClH:28].[NH2:3][C:4]([CH:15]1[CH2:16][CH2:17][N:18]([C:37](=[O:38])[NH:36][CH2:35][C:32]2[CH:33]=[CH:34][C:29]([Cl:28])=[CH:30][CH:31]=2)[CH2:19][CH2:20]1)([CH2:8][CH2:9][CH2:10][CH2:11][B:12]([OH:14])[OH:13])[C:5]([OH:7])=[O:6]. (7) Given the reactants Br[C:2]1[CH:3]=[CH:4][C:5]2[C:9]([Cl:10])=[C:8]([C:11]3[NH:12][CH2:13][CH2:14][N:15]=3)[S:7][C:6]=2[CH:16]=1.[C:17]1(B(O)O)[C:26]2[C:21](=[CH:22][CH:23]=[CH:24][CH:25]=2)[CH:20]=[CH:19][CH:18]=1, predict the reaction product. The product is: [Cl:10][C:9]1[C:5]2[CH:4]=[CH:3][C:2]([C:25]3[C:26]4[C:21](=[CH:20][CH:19]=[CH:18][CH:17]=4)[CH:22]=[CH:23][CH:24]=3)=[CH:16][C:6]=2[S:7][C:8]=1[C:11]1[NH:12][CH2:13][CH2:14][N:15]=1. (8) Given the reactants COC1C=CC(C(=O)C)=CC=1.[Si:12](Cl)([C:15]([CH3:18])([CH3:17])[CH3:16])([CH3:14])[CH3:13].[CH3:20][C:21]([C:23]1[CH:28]=[CH:27][C:26]([O:29][CH3:30])=[CH:25][C:24]=1[OH:31])=[O:22].C(N(CC)CC)C.CN(C1C=CC=CN=1)C, predict the reaction product. The product is: [Si:12]([O:31][C:24]1[CH:25]=[C:26]([O:29][CH3:30])[CH:27]=[CH:28][C:23]=1[C:21](=[O:22])[CH3:20])([C:15]([CH3:18])([CH3:17])[CH3:16])([CH3:14])[CH3:13].